This data is from Full USPTO retrosynthesis dataset with 1.9M reactions from patents (1976-2016). The task is: Predict the reactants needed to synthesize the given product. (1) Given the product [Cl:26][C:15]1[C:16]2[C:21](=[CH:20][CH:19]=[CH:18][CH:17]=2)[CH:22]=[C:13]([CH2:12][CH2:11][CH2:10][CH2:9][O:8][CH2:1][C:2]2[CH:7]=[CH:6][CH:5]=[CH:4][CH:3]=2)[N:14]=1, predict the reactants needed to synthesize it. The reactants are: [CH2:1]([O:8][CH2:9][CH2:10][CH2:11][CH2:12][C:13]1[N+:14]([O-])=[CH:15][C:16]2[C:21]([CH:22]=1)=[CH:20][CH:19]=[CH:18][CH:17]=2)[C:2]1[CH:7]=[CH:6][CH:5]=[CH:4][CH:3]=1.P(Cl)(Cl)([Cl:26])=O. (2) Given the product [OH:34][C:29]([C:27]1[NH:26][N:25]=[C:24]([C:2]2[N:3]=[CH:4][C:5]([O:17][CH3:18])=[C:6]3[C:10]([C:11](=[O:16])[C:12]([O:14][CH3:15])=[O:13])=[CH:9][NH:8][C:7]=23)[CH:28]=1)([CH2:32][CH3:33])[CH2:30][CH3:31], predict the reactants needed to synthesize it. The reactants are: Cl[C:2]1[N:3]=[CH:4][C:5]([O:17][CH3:18])=[C:6]2[C:10]([C:11](=[O:16])[C:12]([O:14][CH3:15])=[O:13])=[CH:9][NH:8][C:7]=12.C([Sn](CCCC)(CCCC)[C:24]1[CH:28]=[C:27]([C:29]([OH:34])([CH2:32][CH3:33])[CH2:30][CH3:31])[NH:26][N:25]=1)CCC. (3) Given the product [O:12]1[CH:16]=[CH:15][CH:14]=[C:13]1[C:17]1[O:21][N:20]=[C:19]([NH:22][C:9](=[O:11])[CH:8]=[CH:7][C:2]2[CH:3]=[CH:4][CH:5]=[CH:6][N:1]=2)[CH:18]=1, predict the reactants needed to synthesize it. The reactants are: [N:1]1[CH:6]=[CH:5][CH:4]=[CH:3][C:2]=1[CH:7]=[CH:8][C:9]([OH:11])=O.[O:12]1[CH:16]=[CH:15][CH:14]=[C:13]1[C:17]1[O:21][N:20]=[C:19]([NH2:22])[CH:18]=1.C1C=CC2N(O)N=NC=2C=1.C(Cl)CCl. (4) Given the product [C:1]([O:5][C@@H:6]([C:10]1[C:19]([CH2:20][CH3:21])=[CH:18][C:17]2[C:12](=[CH:13][CH:14]=[CH:15][CH:16]=2)[C:11]=1[C:22]1[CH:27]=[CH:26][C:25]([Cl:28])=[CH:24][CH:23]=1)[C:7]([OH:9])=[O:8])([CH3:2])([CH3:3])[CH3:4], predict the reactants needed to synthesize it. The reactants are: [C:1]([O:5][C@@H:6]([C:10]1[C:19]([CH:20]=[CH2:21])=[CH:18][C:17]2[C:12](=[CH:13][CH:14]=[CH:15][CH:16]=2)[C:11]=1[C:22]1[CH:27]=[CH:26][C:25]([Cl:28])=[CH:24][CH:23]=1)[C:7]([OH:9])=[O:8])([CH3:4])([CH3:3])[CH3:2]. (5) Given the product [Br:1][C:2]1[CH:3]=[CH:4][C:5]([OH:15])=[C:6]([S:8]([NH:11][CH2:12][CH2:13][Cl:14])(=[O:10])=[O:9])[CH:7]=1, predict the reactants needed to synthesize it. The reactants are: [Br:1][C:2]1[CH:3]=[CH:4][C:5]([O:15]C)=[C:6]([S:8]([NH:11][CH2:12][CH2:13][Cl:14])(=[O:10])=[O:9])[CH:7]=1.B(Br)(Br)Br. (6) Given the product [CH2:9]1[O:19][C:18]2[CH:17]=[CH:16][C:13]([CH2:14][N:1]3[CH2:6][CH2:5][N:4]([CH2:14][C:13]4[CH:16]=[CH:17][C:18]5[O:20][CH2:9][O:10][C:11]=5[CH:12]=4)[CH2:3][CH2:2]3)=[CH:12][C:11]=2[O:10]1, predict the reactants needed to synthesize it. The reactants are: [NH:1]1[CH2:6][CH2:5][NH:4][CH2:3][CH2:2]1.[H-].[Na+].[CH2:9]1[O:19][C:18]2[CH:17]=[CH:16][C:13]([CH2:14]Cl)=[CH:12][C:11]=2[O:10]1.[OH-:20].[Na+].